Dataset: CYP1A2 inhibition data for predicting drug metabolism from PubChem BioAssay. Task: Regression/Classification. Given a drug SMILES string, predict its absorption, distribution, metabolism, or excretion properties. Task type varies by dataset: regression for continuous measurements (e.g., permeability, clearance, half-life) or binary classification for categorical outcomes (e.g., BBB penetration, CYP inhibition). Dataset: cyp1a2_veith. (1) The drug is Cc1cc(N(CN2CCCC2=O)C(=O)c2ccc(F)cc2)no1. The result is 0 (non-inhibitor). (2) The drug is CC(c1ccccc1C(O)c1ccccc1)N(C)C.Cl. The result is 0 (non-inhibitor). (3) The compound is c1nc(N2CC2)c2cnn([C@@H]3CCCCO3)c2n1. The result is 0 (non-inhibitor).